From a dataset of Full USPTO retrosynthesis dataset with 1.9M reactions from patents (1976-2016). Predict the reactants needed to synthesize the given product. (1) Given the product [CH2:51]([O:50][C:49]([NH:48][C@H:45]1[CH2:46][CH2:47][C@H:7]([O:6][C:5]([NH:13][C:14]2[CH:19]=[C:18]([CH2:20][CH2:21][CH2:22][C:23]([O:25][CH2:26][CH3:27])=[O:24])[CH:17]=[CH:16][C:15]=2[C:28]2[CH:29]=[CH:30][CH:31]=[CH:32][CH:33]=2)=[O:11])[CH2:43][CH2:44]1)=[O:58])[C:52]1[CH:57]=[CH:56][CH:55]=[CH:54][CH:53]=1, predict the reactants needed to synthesize it. The reactants are: ClC(Cl)(O[C:5](=[O:11])[O:6][C:7](Cl)(Cl)Cl)Cl.[NH2:13][C:14]1[CH:19]=[C:18]([CH2:20][CH2:21][CH2:22][C:23]([O:25][CH2:26][CH3:27])=[O:24])[CH:17]=[CH:16][C:15]=1[C:28]1[CH:33]=[CH:32][CH:31]=[CH:30][CH:29]=1.C(N(CC)CC)C.O[C@H]1[CH2:47][CH2:46][C@H:45]([NH:48][C:49](=[O:58])[O:50][CH2:51][C:52]2[CH:57]=[CH:56][CH:55]=[CH:54][CH:53]=2)[CH2:44][CH2:43]1. (2) Given the product [F:8][C:9]([F:13])([F:12])[CH2:10][O-:11].[F:8][C:9]([F:13])([F:12])[CH2:10][OH:11], predict the reactants needed to synthesize it. The reactants are: N1C=CC=C(C)C=1.[F:8][C:9]([F:13])([F:12])[CH2:10][OH:11].